Dataset: Forward reaction prediction with 1.9M reactions from USPTO patents (1976-2016). Task: Predict the product of the given reaction. (1) Given the reactants [Br:1][C:2]1[C:3]([N:27]2[CH2:32][CH2:31][CH2:30][C@@H:29]([NH:33]C(OC(C)(C)C)=O)[CH2:28]2)=[C:4]2[C:10]([NH:11][C:12]([CH:14]3[O:19][CH2:18][CH2:17][N:16](C(OC(C)(C)C)=O)[CH2:15]3)=[O:13])=[CH:9][NH:8][C:5]2=[N:6][CH:7]=1.C(O)(C(F)(F)F)=O.[ClH:48], predict the reaction product. The product is: [ClH:48].[NH2:33][C@@H:29]1[CH2:30][CH2:31][CH2:32][N:27]([C:3]2[C:2]([Br:1])=[CH:7][N:6]=[C:5]3[NH:8][CH:9]=[C:10]([NH:11][C:12]([CH:14]4[O:19][CH2:18][CH2:17][NH:16][CH2:15]4)=[O:13])[C:4]=23)[CH2:28]1. (2) Given the reactants [Cl:1][C:2]1[N:3]=[C:4](Cl)[C:5]2[CH2:10][CH2:9][C:8]([C:12]3[CH:17]=[CH:16][C:15]([F:18])=[CH:14][CH:13]=3)([CH3:11])[C:6]=2[N:7]=1.CCN(C(C)C)C(C)C.[CH2:29]([NH2:32])[CH:30]=[CH2:31], predict the reaction product. The product is: [CH2:29]([NH:32][C:4]1[C:5]2[CH2:10][CH2:9][C:8]([C:12]3[CH:17]=[CH:16][C:15]([F:18])=[CH:14][CH:13]=3)([CH3:11])[C:6]=2[N:7]=[C:2]([Cl:1])[N:3]=1)[CH:30]=[CH2:31]. (3) The product is: [ClH:40].[CH:28]1([CH2:27][NH:19][C@@H:17]2[CH2:18][C@H:16]2[C:13]2[CH:14]=[CH:15][C:10]([N:9]([CH3:31])[C:7]([C:4]3[CH:3]=[CH:2][C:1]([C:32]4[CH:37]=[CH:36][CH:35]=[CH:34][CH:33]=4)=[CH:6][CH:5]=3)=[O:8])=[CH:11][CH:12]=2)[CH2:30][CH2:29]1. Given the reactants [C:1]1([C:32]2[CH:37]=[CH:36][CH:35]=[CH:34][CH:33]=2)[CH:6]=[CH:5][C:4]([C:7]([N:9]([CH3:31])[C:10]2[CH:15]=[CH:14][C:13]([C@@H:16]3[CH2:18][C@H:17]3[N:19]([CH2:27][CH:28]3[CH2:30][CH2:29]3)C(=O)OC(C)(C)C)=[CH:12][CH:11]=2)=[O:8])=[CH:3][CH:2]=1.CO.[ClH:40], predict the reaction product.